Dataset: Full USPTO retrosynthesis dataset with 1.9M reactions from patents (1976-2016). Task: Predict the reactants needed to synthesize the given product. (1) Given the product [Si:34]([O:41][CH2:42][CH2:43][N:44]1[CH:48]=[C:47]([C:2]2[CH:7]=[C:6]([O:8][C:9]3[C:14]([F:15])=[CH:13][C:12]([NH:16][C:17]([C:19]4[C:20](=[O:32])[N:21]([C:25]5[CH:30]=[CH:29][C:28]([F:31])=[CH:27][CH:26]=5)[CH:22]=[CH:23][CH:24]=4)=[O:18])=[C:11]([F:33])[CH:10]=3)[CH:5]=[CH:4][N:3]=2)[CH:46]=[N:45]1)([C:37]([CH3:40])([CH3:38])[CH3:39])([CH3:36])[CH3:35], predict the reactants needed to synthesize it. The reactants are: Cl[C:2]1[CH:7]=[C:6]([O:8][C:9]2[C:14]([F:15])=[CH:13][C:12]([NH:16][C:17]([C:19]3[C:20](=[O:32])[N:21]([C:25]4[CH:30]=[CH:29][C:28]([F:31])=[CH:27][CH:26]=4)[CH:22]=[CH:23][CH:24]=3)=[O:18])=[C:11]([F:33])[CH:10]=2)[CH:5]=[CH:4][N:3]=1.[Si:34]([O:41][CH2:42][CH2:43][N:44]1[CH:48]=[C:47](B2OC(C)(C)C(C)(C)O2)[CH:46]=[N:45]1)([C:37]([CH3:40])([CH3:39])[CH3:38])([CH3:36])[CH3:35].C([O-])([O-])=O.[K+].[K+]. (2) Given the product [CH3:1][C:2]1([CH3:12])[O:6][C@@H:5]([CH2:7][CH2:8][OH:9])[C:4](=[O:11])[O:3]1, predict the reactants needed to synthesize it. The reactants are: [CH3:1][C:2]1([CH3:12])[O:6][C@@H:5]([CH2:7][C:8](O)=[O:9])[C:4](=[O:11])[O:3]1.B. (3) The reactants are: [Br:1][C:2]1[CH:3]=[C:4]2[C:9](Cl)=[C:8]([C:11]([NH2:13])=[O:12])[CH:7]=[N:6][N:5]2[CH:14]=1.CC[N:17]([CH:21]([CH3:23])[CH3:22])C(C)C.O.CN1C(=O)C[CH2:28][CH2:27]1. Given the product [Br:1][C:2]1[CH:3]=[C:4]2[C:9]([NH:17][C@@H:21]([CH:22]3[CH2:28][CH2:27]3)[CH3:23])=[C:8]([C:11]([NH2:13])=[O:12])[CH:7]=[N:6][N:5]2[CH:14]=1, predict the reactants needed to synthesize it. (4) Given the product [CH2:11]([O:18][C:19](=[O:20])[NH2:21])[C:12]1[CH:17]=[CH:16][CH:15]=[CH:14][CH:13]=1, predict the reactants needed to synthesize it. The reactants are: ON1C2C=CC=CC=2N=N1.[CH2:11]([O:18][C:19]([NH:21]C1(C)CCN(C(=O)C(O)=O)CC1)=[O:20])[C:12]1[CH:17]=[CH:16][CH:15]=[CH:14][CH:13]=1.CC1(C)OC2(CN)OCC3OC(C)(C)OC3C2O1.Cl.CN(C)CCCN=C=NCC. (5) The reactants are: C(OC(=O)[NH:7][C:8]1[CH:13]=[CH:12][C:11]([NH2:14])=[C:10]([N+:15]([O-])=O)[CH:9]=1)(C)(C)C.[S:19]1[CH:23]=[C:22]([C:24](O)=O)[N:21]=[CH:20]1.C(N(C(C)C)CC)(C)C.F[P-](F)(F)(F)(F)F.N1(O[P+](N2CCCC2)(N2CCCC2)N2CCCC2)C2C=CC=CC=2N=N1. Given the product [S:19]1[CH:23]=[C:22]([C:24]2[NH:15][C:10]3[CH:9]=[C:8]([NH2:7])[CH:13]=[CH:12][C:11]=3[N:14]=2)[N:21]=[CH:20]1, predict the reactants needed to synthesize it. (6) Given the product [CH3:20][N:21]([CH3:30])[C:22]1[CH:29]=[CH:28][C:27]([C@H:1]([C:2]2[CH:3]=[CH:4][CH:5]=[CH:6][CH:7]=2)[CH2:8][CH2:9][OH:18])=[C:24]([O:25][CH3:26])[CH:23]=1, predict the reactants needed to synthesize it. The reactants are: [CH2:1]([C@@H:8]1N[C@H](C(C)(C)C)N(C)[C:9]1=[O:18])[C:2]1[CH:7]=[CH:6][CH:5]=[CH:4][CH:3]=1.Cl.[CH3:20][N:21]([CH3:30])[C:22]1[CH:23]=[C:24]([CH:27]=[CH:28][CH:29]=1)[O:25][CH3:26].C(=O)C=CC1C=CC=CC=1.[BH4-].[Na+]. (7) Given the product [NH2:32][C:30]1[N:31]=[C:26]([O:25][CH:22]([CH3:24])[CH3:23])[C:27]2[CH:6]([C:7]3[C:19]4[C:18]5[C:13](=[CH:14][CH:15]=[CH:16][CH:17]=5)[C:12](=[O:20])[C:11]=4[CH:10]=[CH:9][CH:8]=3)[C:3]([C:4]#[N:5])=[C:2]([CH3:21])[NH:33][C:28]=2[N:29]=1, predict the reactants needed to synthesize it. The reactants are: O=[C:2]([CH3:21])[C:3](=[CH:6][C:7]1[C:19]2[C:18]3[C:13](=[CH:14][CH:15]=[CH:16][CH:17]=3)[C:12](=[O:20])[C:11]=2[CH:10]=[CH:9][CH:8]=1)[C:4]#[N:5].[CH:22]([O:25][C:26]1[N:31]=[C:30]([NH2:32])[N:29]=[C:28]([NH2:33])[CH:27]=1)([CH3:24])[CH3:23]. (8) Given the product [Br:51][C:45]1[CH:46]=[C:47]([F:50])[CH:48]=[CH:49][C:44]=1[CH2:43][C:42](=[O:52])[CH2:41][NH:40][C:30]([C:28]1[CH:29]=[C:15]2[N:14]=[C:13]([CH3:33])[C:12]([C@H:6]([O:5][C:1]([CH3:2])([CH3:3])[CH3:4])[C:7]([O:9][CH2:10][CH3:11])=[O:8])=[C:17]([N:18]3[CH2:23][CH2:22][C:21]([CH3:26])([CH:24]=[CH2:25])[CH2:20][CH2:19]3)[N:16]2[N:27]=1)=[O:32], predict the reactants needed to synthesize it. The reactants are: [C:1]([O:5][C@@H:6]([C:12]1[C:13]([CH3:33])=[N:14][C:15]2[N:16]([N:27]=[C:28]([C:30]([OH:32])=O)[CH:29]=2)[C:17]=1[N:18]1[CH2:23][CH2:22][C:21]([CH3:26])([CH:24]=[CH2:25])[CH2:20][CH2:19]1)[C:7]([O:9][CH2:10][CH3:11])=[O:8])([CH3:4])([CH3:3])[CH3:2].C(Cl)(=O)C(Cl)=O.[NH2:40][CH2:41][C:42](=[O:52])[CH2:43][C:44]1[CH:49]=[CH:48][C:47]([F:50])=[CH:46][C:45]=1[Br:51].Cl.CCN(C(C)C)C(C)C. (9) Given the product [NH2:21][C:22]([NH:13][C:12]1[CH:11]=[CH:10][C:9]([B:4]([OH:3])[OH:5])=[CH:15][CH:14]=1)=[O:23], predict the reactants needed to synthesize it. The reactants are: CC1(C)C(C)(C)[O:5][B:4]([C:9]2[CH:15]=[CH:14][C:12]([NH2:13])=[CH:11][CH:10]=2)[O:3]1.ClS([N:21]=[C:22]=[O:23])(=O)=O.[OH-].[Na+].